This data is from Forward reaction prediction with 1.9M reactions from USPTO patents (1976-2016). The task is: Predict the product of the given reaction. (1) Given the reactants [NH2:1][C:2]1[CH:3]=[C:4]2[O:10][C:9]([C:11]3[CH:12]=[C:13]([NH:18][C:19]([C:21]4[O:22][CH:23]=[CH:24][CH:25]=4)=[O:20])[CH:14]=[CH:15][C:16]=3[Cl:17])=[N:8][C:5]2=[N:6][CH:7]=1.C(N(CC)CC)C.Cl[C:34]([O:36][CH:37]([CH3:39])[CH3:38])=[O:35], predict the reaction product. The product is: [Cl:17][C:16]1[CH:15]=[CH:14][C:13]([NH:18][C:19]([C:21]2[O:22][CH:23]=[CH:24][CH:25]=2)=[O:20])=[CH:12][C:11]=1[C:9]1[O:10][C:4]2[C:5]([N:8]=1)=[N:6][CH:7]=[C:2]([NH:1][C:34](=[O:35])[O:36][CH:37]([CH3:39])[CH3:38])[CH:3]=2. (2) Given the reactants Br[C:2]1[C:3]2[N:4]([CH:18]=[CH:19][N:20]=2)[CH:5]=[C:6]([C:8]2[CH:13]=[CH:12][C:11]([C:14]([F:17])([F:16])[F:15])=[CH:10][CH:9]=2)[CH:7]=1.[CH:21]1(B(O)O)[CH2:23][CH2:22]1.P([O-])([O-])([O-])=O.[K+].[K+].[K+].C1(C)C=CC=CC=1, predict the reaction product. The product is: [CH:21]1([C:2]2[C:3]3[N:4]([CH:18]=[CH:19][N:20]=3)[CH:5]=[C:6]([C:8]3[CH:13]=[CH:12][C:11]([C:14]([F:17])([F:16])[F:15])=[CH:10][CH:9]=3)[CH:7]=2)[CH2:23][CH2:22]1. (3) Given the reactants [Br:1][C:2]1[CH:7]=[CH:6][NH:5][C:4](=[O:8])[CH:3]=1.[CH:9]1([CH2:12][CH:13](OS(C)(=O)=O)[C:14]([O:16][CH2:17][CH3:18])=[O:15])[CH2:11][CH2:10]1.[H-].[Na+].[Br-].[Li+], predict the reaction product. The product is: [Br:1][C:2]1[CH:7]=[CH:6][N:5]([CH:13]([CH2:12][CH:9]2[CH2:11][CH2:10]2)[C:14]([O:16][CH2:17][CH3:18])=[O:15])[C:4](=[O:8])[CH:3]=1. (4) Given the reactants [O:1]=[C:2]([NH:45][C:46]1[CH:51]=[CH:50][C:49]([C:52]2[NH:56][N:55]=[N:54][N:53]=2)=[CH:48][CH:47]=1)[C@@H:3]([NH:27][C:28]([C@H:30]1[CH2:35][CH2:34][C@H:33]([CH2:36][NH:37]C(=O)OC(C)(C)C)[CH2:32][CH2:31]1)=[O:29])[CH2:4][C:5]1[CH:10]=[CH:9][C:8]([C:11]2[CH:16]=[CH:15][C:14]([C:17](=[O:26])[NH:18][CH2:19][CH2:20][N:21]3[CH2:25][CH2:24][CH2:23][CH2:22]3)=[CH:13][CH:12]=2)=[CH:7][CH:6]=1.[ClH:57].C(#N)C, predict the reaction product. The product is: [ClH:57].[NH2:37][CH2:36][C@H:33]1[CH2:32][CH2:31][C@H:30]([C:28]([NH:27][C@H:3]([C:2](=[O:1])[NH:45][C:46]2[CH:47]=[CH:48][C:49]([C:52]3[NH:56][N:55]=[N:54][N:53]=3)=[CH:50][CH:51]=2)[CH2:4][C:5]2[CH:6]=[CH:7][C:8]([C:11]3[CH:12]=[CH:13][C:14]([C:17]([NH:18][CH2:19][CH2:20][N:21]4[CH2:25][CH2:24][CH2:23][CH2:22]4)=[O:26])=[CH:15][CH:16]=3)=[CH:9][CH:10]=2)=[O:29])[CH2:35][CH2:34]1. (5) The product is: [CH3:28][C:27]1[C:20]([O:18][C:15]2[CH:16]=[C:17]3[C:12](=[CH:13][CH:14]=2)[N:11]=[CH:10][N:9]=[C:8]3[NH:7][C:4]2[CH:5]=[CH:6][N:2]([CH3:1])[N:3]=2)=[C:21]([CH:24]=[CH:25][CH:26]=1)[C:22]#[N:23]. Given the reactants [CH3:1][N:2]1[CH:6]=[CH:5][C:4]([NH:7][C:8]2[C:17]3[C:12](=[CH:13][CH:14]=[C:15]([OH:18])[CH:16]=3)[N:11]=[CH:10][N:9]=2)=[N:3]1.F[C:20]1[C:27]([CH3:28])=[CH:26][CH:25]=[CH:24][C:21]=1[C:22]#[N:23].C(O[K])(C)(C)C.O, predict the reaction product. (6) Given the reactants [CH3:1][C:2]1([CH3:14])[C:11]2[C:6](=[C:7]([CH3:12])[CH:8]=[CH:9][CH:10]=2)[NH:5][C:4](=[O:13])[CH2:3]1.[Cl:15][CH2:16][C:17](Cl)=[O:18].[Cl-].[Al+3].[Cl-].[Cl-], predict the reaction product. The product is: [Cl:15][CH2:16][C:17]([C:9]1[CH:10]=[C:11]2[C:6](=[C:7]([CH3:12])[CH:8]=1)[NH:5][C:4](=[O:13])[CH2:3][C:2]2([CH3:14])[CH3:1])=[O:18]. (7) Given the reactants C([O:5][C:6]([CH:8]1[CH:12]([C:13]2[CH:18]=[CH:17][CH:16]=[C:15]([Cl:19])[C:14]=2[F:20])[C:11]([C:23]2[CH:28]=[CH:27][C:26]([Cl:29])=[CH:25][C:24]=2[F:30])([C:21]#[N:22])[CH:10]([CH3:31])[NH:9]1)=[O:7])(C)(C)C.[F:32][C:33]([F:38])([F:37])[C:34]([OH:36])=[O:35], predict the reaction product. The product is: [F:32][C:33]([F:38])([F:37])[C:34]([OH:36])=[O:35].[Cl:19][C:15]1[C:14]([F:20])=[C:13]([CH:12]2[C:11]([C:23]3[CH:28]=[CH:27][C:26]([Cl:29])=[CH:25][C:24]=3[F:30])([C:21]#[N:22])[CH:10]([CH3:31])[NH:9][CH:8]2[C:6]([OH:7])=[O:5])[CH:18]=[CH:17][CH:16]=1.